From a dataset of Full USPTO retrosynthesis dataset with 1.9M reactions from patents (1976-2016). Predict the reactants needed to synthesize the given product. (1) Given the product [Cl:1][C:2]1[CH:7]=[CH:6][CH:5]=[C:4]([Cl:8])[C:3]=1[N:9]1[C:18]2[C:13](=[C:14]([C:21]3[CH:26]=[CH:25][C:24]([F:27])=[CH:23][C:22]=3[F:28])[CH:15]=[C:16]([OH:19])[CH:17]=2)[CH2:12][CH2:11][C:10]1=[O:29], predict the reactants needed to synthesize it. The reactants are: [Cl:1][C:2]1[CH:7]=[CH:6][CH:5]=[C:4]([Cl:8])[C:3]=1[N:9]1[C:18]2[C:13](=[C:14]([C:21]3[CH:26]=[CH:25][C:24]([F:27])=[CH:23][C:22]=3[F:28])[CH:15]=[C:16]([O:19]C)[CH:17]=2)[CH2:12][CH2:11][C:10]1=[O:29].B(Br)(Br)Br. (2) Given the product [C:7]([NH:11][C:12]1[N:6]2[C:2]([S:3][CH:4]=[CH:5]2)=[N:1][C:16]=1[C:15]1[CH:18]=[CH:19][CH:20]=[CH:21][C:14]=1[F:13])([CH3:10])([CH3:9])[CH3:8], predict the reactants needed to synthesize it. The reactants are: [NH2:1][C:2]1[S:3][CH:4]=[CH:5][N:6]=1.[C:7]([N+:11]#[C-:12])([CH3:10])([CH3:9])[CH3:8].[F:13][C:14]1[CH:21]=[CH:20][CH:19]=[CH:18][C:15]=1[CH:16]=O. (3) Given the product [CH:1]12[CH2:10][CH:5]3[CH2:6][CH:7]([CH2:9][CH:3]([CH2:4]3)[CH:2]1[NH:11][C:12]([C:14]1[CH:15]=[N:16][N:17]([C:20]3[CH:25]=[CH:24][CH:23]=[CH:22][CH:21]=3)[C:18]=1[N:27]([CH2:28][C:29]1[CH:34]=[CH:33][CH:32]=[CH:31][CH:30]=1)[CH3:26])=[O:13])[CH2:8]2, predict the reactants needed to synthesize it. The reactants are: [CH:1]12[CH2:10][CH:5]3[CH2:6][CH:7]([CH2:9][CH:3]([CH2:4]3)[CH:2]1[NH:11][C:12]([C:14]1[CH:15]=[N:16][N:17]([C:20]3[CH:25]=[CH:24][CH:23]=[CH:22][CH:21]=3)[C:18]=1Cl)=[O:13])[CH2:8]2.[CH3:26][NH:27][CH2:28][C:29]1[CH:34]=[CH:33][CH:32]=[CH:31][CH:30]=1.